This data is from Full USPTO retrosynthesis dataset with 1.9M reactions from patents (1976-2016). The task is: Predict the reactants needed to synthesize the given product. (1) Given the product [NH2:24][C:21]1[O:22][CH:23]=[C:19]([C:10]2[C:11]3[C:16](=[CH:15][CH:14]=[CH:13][CH:12]=3)[CH:17]=[CH:18][C:9]=2[OH:8])[N:20]=1, predict the reactants needed to synthesize it. The reactants are: C([O:8][C:9]1[CH:18]=[CH:17][C:16]2[C:11](=[CH:12][CH:13]=[CH:14][CH:15]=2)[C:10]=1[C:19]1[N:20]=[C:21]([NH2:24])[O:22][CH:23]=1)C1C=CC=CC=1.[H][H]. (2) Given the product [Cl:12][C:13]1[CH:20]=[CH:19][CH:18]=[C:17]([Cl:21])[C:14]=1[C:15]1[NH:11][C:6]2[CH:5]=[C:4]([NH2:1])[CH:9]=[CH:8][C:7]=2[N:10]=1, predict the reactants needed to synthesize it. The reactants are: [N+:1]([C:4]1[CH:5]=[C:6]([NH2:11])[C:7]([NH2:10])=[CH:8][CH:9]=1)([O-])=O.[Cl:12][C:13]1[CH:20]=[CH:19][CH:18]=[C:17]([Cl:21])[C:14]=1[CH:15]=O.[NH4+].[Cl-]. (3) Given the product [NH2:11][C:8]1[N:9]=[CH:10][C:5]2[S:4][CH:3]=[C:2]([C:21]3[CH:22]=[C:17]([S:14]([NH:13][CH3:12])(=[O:15])=[O:16])[CH:18]=[CH:19][CH:20]=3)[C:6]=2[N:7]=1, predict the reactants needed to synthesize it. The reactants are: Br[C:2]1[C:6]2[N:7]=[C:8]([NH2:11])[N:9]=[CH:10][C:5]=2[S:4][CH:3]=1.[CH3:12][NH:13][S:14]([C:17]1[CH:22]=[CH:21][CH:20]=[C:19](B2OC(C)(C)C(C)(C)O2)[CH:18]=1)(=[O:16])=[O:15]. (4) Given the product [CH2:15]([O:7][C:1]1[CH:6]=[CH:5][CH:4]=[CH:3][CH:2]=1)[CH2:16][CH2:17][CH3:18], predict the reactants needed to synthesize it. The reactants are: [C:1]1([OH:7])[CH:6]=[CH:5][CH:4]=[CH:3][CH:2]=1.C(=O)([O-])[O-].[K+].[K+].Br[CH2:15][CH2:16][CH2:17][CH3:18]. (5) Given the product [Cl:1][C:2]1[CH:7]=[CH:6][C:5]([C@@H:8]2[CH2:13][CH2:12][NH:11][CH2:10][C@H:9]2[C:21]([O:23][CH2:24][CH3:25])=[O:22])=[CH:4][CH:3]=1, predict the reactants needed to synthesize it. The reactants are: [Cl:1][C:2]1[CH:7]=[CH:6][C:5]([C@@H:8]2[CH2:13][CH2:12][N:11](C(OC(C)(C)C)=O)[CH2:10][C@H:9]2[C:21]([O:23][CH2:24][CH3:25])=[O:22])=[CH:4][CH:3]=1.FC(F)(F)C(O)=O. (6) The reactants are: [CH3:1][O:2][C:3](=[O:14])[CH2:4][C:5]1[C:13]2[C:8](=[CH:9][CH:10]=[CH:11][CH:12]=2)[NH:7][CH:6]=1.[H-].[Na+].[CH3:17]I.Cl. Given the product [CH3:1][O:2][C:3](=[O:14])[CH2:4][C:5]1[C:13]2[C:8](=[CH:9][CH:10]=[CH:11][CH:12]=2)[N:7]([CH3:17])[CH:6]=1, predict the reactants needed to synthesize it.